From a dataset of NCI-60 drug combinations with 297,098 pairs across 59 cell lines. Regression. Given two drug SMILES strings and cell line genomic features, predict the synergy score measuring deviation from expected non-interaction effect. (1) Synergy scores: CSS=1.40, Synergy_ZIP=-1.26, Synergy_Bliss=-1.62, Synergy_Loewe=-2.14, Synergy_HSA=-1.45. Drug 1: C1CC(=O)NC(=O)C1N2C(=O)C3=CC=CC=C3C2=O. Cell line: SNB-75. Drug 2: C1CNP(=O)(OC1)N(CCCl)CCCl. (2) Drug 1: CC1=C2C(C(=O)C3(C(CC4C(C3C(C(C2(C)C)(CC1OC(=O)C(C(C5=CC=CC=C5)NC(=O)OC(C)(C)C)O)O)OC(=O)C6=CC=CC=C6)(CO4)OC(=O)C)OC)C)OC. Drug 2: C1=CC=C(C=C1)NC(=O)CCCCCCC(=O)NO. Cell line: OVCAR-5. Synergy scores: CSS=54.0, Synergy_ZIP=1.77, Synergy_Bliss=2.59, Synergy_Loewe=-4.09, Synergy_HSA=6.48. (3) Drug 1: C1CCC(C(C1)N)N.C(=O)(C(=O)[O-])[O-].[Pt+4]. Drug 2: CCC1(C2=C(COC1=O)C(=O)N3CC4=CC5=C(C=CC(=C5CN(C)C)O)N=C4C3=C2)O.Cl. Cell line: SK-OV-3. Synergy scores: CSS=14.6, Synergy_ZIP=-8.12, Synergy_Bliss=-3.16, Synergy_Loewe=-22.3, Synergy_HSA=-3.30. (4) Drug 1: CC12CCC(CC1=CCC3C2CCC4(C3CC=C4C5=CN=CC=C5)C)O. Drug 2: CC1C(C(CC(O1)OC2CC(CC3=C2C(=C4C(=C3O)C(=O)C5=C(C4=O)C(=CC=C5)OC)O)(C(=O)C)O)N)O.Cl. Cell line: IGROV1. Synergy scores: CSS=39.0, Synergy_ZIP=-1.88, Synergy_Bliss=7.27, Synergy_Loewe=-25.3, Synergy_HSA=8.55. (5) Drug 1: COC1=CC(=CC(=C1O)OC)C2C3C(COC3=O)C(C4=CC5=C(C=C24)OCO5)OC6C(C(C7C(O6)COC(O7)C8=CC=CS8)O)O. Drug 2: CC1=CC2C(CCC3(C2CCC3(C(=O)C)OC(=O)C)C)C4(C1=CC(=O)CC4)C. Cell line: EKVX. Synergy scores: CSS=38.9, Synergy_ZIP=-3.52, Synergy_Bliss=0.270, Synergy_Loewe=-7.45, Synergy_HSA=2.33. (6) Drug 1: CCCCCOC(=O)NC1=NC(=O)N(C=C1F)C2C(C(C(O2)C)O)O. Drug 2: CCC1(C2=C(COC1=O)C(=O)N3CC4=CC5=C(C=CC(=C5CN(C)C)O)N=C4C3=C2)O.Cl. Cell line: OVCAR-4. Synergy scores: CSS=6.89, Synergy_ZIP=0.731, Synergy_Bliss=3.19, Synergy_Loewe=-5.11, Synergy_HSA=2.25.